Dataset: Experimentally validated miRNA-target interactions with 360,000+ pairs, plus equal number of negative samples. Task: Binary Classification. Given a miRNA mature sequence and a target amino acid sequence, predict their likelihood of interaction. (1) The miRNA is hsa-miR-6798-5p with sequence CCAGGGGGAUGGGCGAGCUUGGG. The protein sequence of the target gene is MLIQKNQCHITRTRENCDCTMNTVNEDLCLSASTLGSSSVTTQLVDPLDRKICLIRRQNDVKKRVIWGIEVAEKLHWKGWELGKETTRTLVLKNLSLKTQKMKYRPPKTKFFFTIIPQPIFLSPGITLTLPIVFRPLEAKEYTDQLWFEKEEGVFCVTLKATLPCYKLDCPSSLQLPMCALGDTVETWFCLNNVGDLPTFFTWEVPAPFQILPTTGLLEPGLGCKIKVTFEPLIAVIHEVEALCWYGKGNKQKNSINIQAAAKCAQLLVSIKHKGLEDQDQEGFQKVVHFGYVSVGSVAE.... Result: 0 (no interaction). (2) The miRNA is hsa-miR-4691-3p with sequence CCAGCCACGGACUGAGAGUGCAU. The protein sequence of the target gene is MAALGVLESDLPSAVTLLKNLQEQVMAVTAQVKSLTQKVQAGAYPTEKGLSFLEVKDQLLLMYLMDLTHLILDKASGGSLQGHDAVLRLVEIRTVLEKLRPLDQKLKYQIDKLIKTAVTGSLSENDPLRFKPHPSNMMSKLSSEDEEEDEAEDDQSEASGKKSVKGVSKKYVPPRLVPVHYDETEAEREKKRLERAKRRALSSSVIRELKEQYSDAPEEIRDARHPHVTRQSQEDQHRINYEESMMVRLSVSKREKGRRKRANVMSSQLHSLTHFSDISALTGGTVHLDEDQNPIKKRKK.... Result: 0 (no interaction). (3) The miRNA is cel-miR-65-5p with sequence UAUGACACUGAAGCGUAACCGAA. The protein sequence of the target gene is MGNCLQRTTRWQLDMQETPWNLRLSAKGRTCRYFRGWSCCHSVEGCSCLPWKNIRTFKARQESPKQNEGMTSAPVQDNANETYTEELCYILVDHEAVRGRPSVNPAEGFYENISNKAERHKESSRGTETEYSVLRFPSPPQPLPSTDDEYELLMPSRFSSHAFQQPRPLTTPYETHFSYPQ. Result: 0 (no interaction). (4) The miRNA is mmu-miR-598-3p with sequence UACGUCAUCGUCGUCAUCGUUA. The protein sequence of the target gene is MHKHQHCCKCPECYEVTRLAALRRLEPPGYGDWQVPDPYGPSGGNGASSGYGGYSSQTLPSQAGATPTPRTKAKLIPTGRDVGPVPPKPVPGKSTPKLNGSGPGWWPECTCTNRDWYEQASPAPLLVNPEALEPSLSVNGSDGMFKYEEIVLERGNSGLGFSIAGGIDNPHVPDDPGIFITKIIPGGAAAMDGRLGVNDCVLRVNEVDVSEVVHSRAVEALKEAGPVVRLVVRRRQPPPETIMEVNLLKGPKGLGFSIAGGIGNQHIPGDNSIYITKIIEGGAAQKDGRLQIGDRLLAVN.... Result: 0 (no interaction). (5) The miRNA is hsa-miR-4755-3p with sequence AGCCAGGCUCUGAAGGGAAAGU. The protein sequence of the target gene is MNTLQGPVSFKDVAVDFTQEEWQQLDPDEKITYRDVMLENYSHLVSVGYDTTKPNVIIKLEQGEEPWIMGGEFPCQHSPEAWRVDDLIERIQENEDKHSRQAACINSKTLTEEKENTFSQIYMETSLVPSSIIAHNCVSCGKNLESISQLISSDGSYARTKPDECNECGKTYHGEKMCEFNQNGDTYSHNEENILQKISILEKPFEYNECMEALDNEAVFIAHKRAYIGEKPYEWNDSGPDFIQMSNFNAYQRSQMEMKPFECSECGKSFCKKSKFIIHQRAHTGEKPYECNVCGKSFSQ.... Result: 0 (no interaction). (6) The protein sequence of the target gene is MSAETPITLNIDPQDLQVQTFTVEKLLEPLIIQVTTLVNCPQNPSSRKKGRSKRASVLLASVEEATWNLLDKGEKIAQEATVLKDELTASLEEVRKESEALKVSAERFTDDPCFLPKREAVVQAARALLAAVTRLLILADMIDVMCLLQHVSAFQRTFESLKNVANKSDLQKTYQKLGKELENLDYLAFKRQQDLKSPNQRDEIAGARASLKENSPLLHSICSACLEHSDVASLKASKDTVCEEIQNALNVISNASQGIQNMTTPPEPQAATLGSALDELENLIVLNPLTVTEEEIRPSL.... The miRNA is hsa-miR-891a-5p with sequence UGCAACGAACCUGAGCCACUGA. Result: 0 (no interaction). (7) The miRNA is dme-miR-310-3p with sequence UAUUGCACACUUCCCGGCCUUU. The protein sequence of the target gene is MRLALLWALGLLGAGSPLPSWPLPNIGGTEEQQAESEKAPREPLEPQVLQDDLPISLKKVLQTSLPEPLRIKLELDGDSHILELLQNRELVPGRPTLVWYQPDGTRVVSEGHTLENCCYQGRVRGYAGSWVSICTCSGLRGLVVLTPERSYTLEQGPGDLQGPPIISRIQDLHLPGHTCALSWRESVHTQKPPEHPLGQRHIRRRRDVVTETKTVELVIVADHSEAQKYRDFQHLLNRTLEVALLLDTFFRPLNVRVALVGLEAWTQRDLVEISPNPAVTLENFLHWRRAHLLPRLPHDS.... Result: 0 (no interaction). (8) The miRNA is hsa-miR-4781-3p with sequence AAUGUUGGAAUCCUCGCUAGAG. The protein sequence of the target gene is MGRIFLDHIGGTRLFSCANCDTILTNRSELISTRFTGATGRAFLFNKVVNLQYSEVQDRVMLTGRHMVRDVSCKNCNSKLGWIYEFATEDSQRYKEGRVILERALVRESEGFEEHVPSDNS. Result: 0 (no interaction). (9) The miRNA is hsa-miR-20a-5p with sequence UAAAGUGCUUAUAGUGCAGGUAG. The protein sequence of the target gene is MGRVFLTGEKANSILKRYPRANGFFEEIRQGNIERECKEEFCTFEEAREAFENNEKTKEFWSTYTKAQQGESNRGSDWFQFYLTFPLIFGLFIILLVIFLIWRCFLRNKTRRQTVTEGHIPFPQHLNIITPPPPPDEVFDSSGLSPGFLGYVVGRSDSVSTRLSNCDPPPTYEEATGQVNLQRSETEPHLDPPPEYEDIVNSNSASAIPMVPVVTTIK. Result: 1 (interaction). (10) The miRNA is hsa-miR-6831-5p with sequence UAGGUAGAGUGUGAGGAGGAGGUC. The protein sequence of the target gene is MDSLAESRWPPGLAVMKTIDDLLRCGICFEYFNIAMIIPQCSHNYCSLCIRKFLSYKTQCPTCCVTVTEPDLKNNRILDELVKSLNFARNHLLQFALESPAKSPASSSSKNLAVKVYTPVASRQSLKQGSRLMDNFLIREMSGSTSELLIKENKSKFSPQKEASPAAKTKETRSVEEIAPDPSEAKRPEPPSTSTLKQVTKVDCPVCGVNIPESHINKHLDSCLSREEKKESLRSSVHKRKPLPKTVYNLLSDRDLKKKLKEHGLSIQGNKQQLIKRHQEFVHMYNAQCDALHPKSAAEI.... Result: 1 (interaction).